This data is from Full USPTO retrosynthesis dataset with 1.9M reactions from patents (1976-2016). The task is: Predict the reactants needed to synthesize the given product. (1) Given the product [CH2:7]([N:4]1[CH2:5][CH2:6][C:2]([NH:1][C:21](=[O:22])[O:20][C:17]([CH3:19])([CH3:18])[CH3:16])([CH2:14][OH:15])[CH2:3]1)[C:8]1[CH:9]=[CH:10][CH:11]=[CH:12][CH:13]=1, predict the reactants needed to synthesize it. The reactants are: [NH2:1][C:2]1([CH2:14][OH:15])[CH2:6][CH2:5][N:4]([CH2:7][C:8]2[CH:13]=[CH:12][CH:11]=[CH:10][CH:9]=2)[CH2:3]1.[CH3:16][C:17]([O:20][C:21](O[C:21]([O:20][C:17]([CH3:19])([CH3:18])[CH3:16])=[O:22])=[O:22])([CH3:19])[CH3:18]. (2) Given the product [CH3:31][O:30][C:27]1[CH:28]=[CH:29][C:24]([N:18]2[CH:22]=[CH:21][CH:20]=[N:19]2)=[CH:25][CH:26]=1, predict the reactants needed to synthesize it. The reactants are: C([O-])([O-])=O.[K+].[K+].N1C2C(=CC=CC=2O)C=CC=1.[NH:18]1[CH:22]=[CH:21][CH:20]=[N:19]1.I[C:24]1[CH:29]=[CH:28][C:27]([O:30][CH3:31])=[CH:26][CH:25]=1.[NH4+].[Cl-]. (3) Given the product [N:7]1[CH:2]=[CH:3][CH:4]=[C:5]([NH:8][CH2:9][CH:10]2[CH2:15][CH2:14][N:13]([C:16]([O:18][CH2:19][C:20]3[CH:25]=[CH:24][CH:23]=[CH:22][CH:21]=3)=[O:17])[CH2:12][CH2:11]2)[N:6]=1, predict the reactants needed to synthesize it. The reactants are: Cl[C:2]1[N:7]=[N:6][C:5]([NH:8][CH2:9][CH:10]2[CH2:15][CH2:14][N:13]([C:16]([O:18][CH2:19][C:20]3[CH:25]=[CH:24][CH:23]=[CH:22][CH:21]=3)=[O:17])[CH2:12][CH2:11]2)=[CH:4][CH:3]=1.[H][H]. (4) Given the product [CH2:28]([O:31][C:32]([C:5]1[N:4]=[C:3]([N:10]2[C:15](=[O:16])[CH:14]=[C:13]([C:17]([F:20])([F:19])[F:18])[N:12]([CH3:21])[C:11]2=[O:22])[C:2]([F:1])=[CH:7][C:6]=1[Cl:8])=[O:34])[CH3:29], predict the reactants needed to synthesize it. The reactants are: [F:1][C:2]1[C:3]([N:10]2[C:15](=[O:16])[CH:14]=[C:13]([C:17]([F:20])([F:19])[F:18])[N:12]([CH3:21])[C:11]2=[O:22])=[N:4][C:5](Cl)=[C:6]([Cl:8])[CH:7]=1.C(N([CH2:28][CH3:29])CC)C.[C]=[O:31].[CH2:32]([OH:34])C.